From a dataset of Reaction yield outcomes from USPTO patents with 853,638 reactions. Predict the reaction yield, written as a fraction of the theoretical maximum amount of product (1.0 means a 100% yield; for example, 0.34 means a 34% yield). (1) The reactants are Br[C:2]1[CH:7]=[C:6]([N+:8]([O-:10])=[O:9])[CH:5]=[C:4]([Cl:11])[CH:3]=1.[F:12][C:13]1[CH:19]=[C:18]([F:20])[CH:17]=[CH:16][C:14]=1[NH2:15].C1C=CC(P(C2C(C3C(P(C4C=CC=CC=4)C4C=CC=CC=4)=CC=C4C=3C=CC=C4)=C3C(C=CC=C3)=CC=2)C2C=CC=CC=2)=CC=1.CC([O-])(C)C.[Na+]. The catalyst is O.C1(C)C=CC=CC=1. The product is [Cl:11][C:4]1[CH:3]=[C:2]([NH:15][C:14]2[CH:16]=[CH:17][C:18]([F:20])=[CH:19][C:13]=2[F:12])[CH:7]=[C:6]([N+:8]([O-:10])=[O:9])[CH:5]=1. The yield is 0.760. (2) The reactants are [F:1][C:2]([F:17])([F:16])[C:3]1[C:4]([N:9]2[CH2:14][CH2:13][CH:12]([NH2:15])[CH2:11][CH2:10]2)=[N:5][CH:6]=[CH:7][CH:8]=1.[Cl:18][C:19]1[CH:24]=[CH:23][CH:22]=[CH:21][C:20]=1[S:25](Cl)(=[O:27])=[O:26]. No catalyst specified. The product is [Cl:18][C:19]1[CH:24]=[CH:23][CH:22]=[CH:21][C:20]=1[S:25]([NH:15][CH:12]1[CH2:13][CH2:14][N:9]([C:4]2[C:3]([C:2]([F:16])([F:1])[F:17])=[CH:8][CH:7]=[CH:6][N:5]=2)[CH2:10][CH2:11]1)(=[O:27])=[O:26]. The yield is 0.410. (3) The reactants are C[O:2][C:3](=[O:17])[C:4]1[CH:9]=[CH:8][C:7]([C:10]([F:13])([F:12])[F:11])=[CH:6][C:5]=1[CH:14]1[CH2:16][CH2:15]1.[OH-].[Na+]. The catalyst is C(O)C. The product is [CH:14]1([C:5]2[CH:6]=[C:7]([C:10]([F:11])([F:12])[F:13])[CH:8]=[CH:9][C:4]=2[C:3]([OH:17])=[O:2])[CH2:16][CH2:15]1. The yield is 0.270. (4) The reactants are CO[CH:3]([C:5]1[C:6]([O:25]CC2C=CC=CC=2)=[CH:7][C:8]2[CH2:9][CH2:10][C@@H:11]3[C@@H:20]([C:21]=2[CH:22]=1)[CH2:19][CH2:18][C@@:16]1([CH3:17])[C@H:12]3[CH2:13][CH2:14][C@@H:15]1[O:23][CH3:24])[CH3:4].ClCCl. The yield is 0.980. The product is [CH2:3]([C:5]1[C:6]([OH:25])=[CH:7][C:8]2[CH2:9][CH2:10][C@@H:11]3[C@@H:20]([C:21]=2[CH:22]=1)[CH2:19][CH2:18][C@@:16]1([CH3:17])[C@H:12]3[CH2:13][CH2:14][C@@H:15]1[O:23][CH3:24])[CH3:4]. The catalyst is C(OCC)(=O)C.C(O)(=O)C.[Pd].